Dataset: Full USPTO retrosynthesis dataset with 1.9M reactions from patents (1976-2016). Task: Predict the reactants needed to synthesize the given product. (1) Given the product [Br:29][C:17]1[CH:16]=[C:15]([CH2:14][C@@H:9]([NH:8][S:43]([C:37]2[CH:42]=[CH:41][CH:40]=[CH:39][CH:38]=2)(=[O:45])=[O:44])[C:10]([OH:12])=[O:11])[CH:20]=[CH:19][C:18]=1[CH:21]1[S:25](=[O:27])(=[O:26])[NH:24][C:23](=[O:28])[CH2:22]1, predict the reactants needed to synthesize it. The reactants are: FC(F)(F)C(O)=O.[NH2:8][C@@H:9]([CH2:14][C:15]1[CH:20]=[CH:19][C:18]([CH:21]2[S:25](=[O:27])(=[O:26])[NH:24][C:23](=[O:28])[CH2:22]2)=[C:17]([Br:29])[CH:16]=1)[C:10]([O:12]C)=[O:11].C(N(CC)CC)C.[C:37]1([S:43](Cl)(=[O:45])=[O:44])[CH:42]=[CH:41][CH:40]=[CH:39][CH:38]=1.[OH-].[Li+].Cl. (2) Given the product [Cl:25][C:8]1[N:6]2[CH:7]=[C:2]([NH:1][C:37](=[O:39])[CH3:38])[CH:3]=[C:4]([C:26]([F:29])([F:28])[F:27])[C:5]2=[N:10][C:9]=1[C:11]([N:13]1[CH2:14][CH2:15][CH:16]([N:19]2[CH2:23][CH2:22][O:21][C:20]2=[O:24])[CH2:17][CH2:18]1)=[O:12], predict the reactants needed to synthesize it. The reactants are: [NH2:1][C:2]1[CH:3]=[C:4]([C:26]([F:29])([F:28])[F:27])[C:5]2[N:6]([C:8]([Cl:25])=[C:9]([C:11]([N:13]3[CH2:18][CH2:17][CH:16]([N:19]4[CH2:23][CH2:22][O:21][C:20]4=[O:24])[CH2:15][CH2:14]3)=[O:12])[N:10]=2)[CH:7]=1.C(N(CC)CC)C.[C:37](Cl)(=[O:39])[CH3:38].